This data is from Catalyst prediction with 721,799 reactions and 888 catalyst types from USPTO. The task is: Predict which catalyst facilitates the given reaction. (1) Reactant: [Br:1][C:2]1[N:7]=[CH:6][C:5]([C:8](OC)=[O:9])=[C:4]([Cl:12])[CH:3]=1.[H-].C([Al+]CC(C)C)C(C)C. Product: [Br:1][C:2]1[N:7]=[CH:6][C:5]([CH:8]=[O:9])=[C:4]([Cl:12])[CH:3]=1. The catalyst class is: 4. (2) Reactant: C1(C[O:5][C:6]2[CH:7]=[CH:8][C:9]([CH3:38])=[C:10]([C:12]([N:14]3[CH2:19][CH2:18][CH:17]([N:20]4[C:24](=[O:25])[C:23]([CH3:27])([CH3:26])[C:22]([C:28]5[CH:33]=[CH:32][C:31]([O:34][CH3:35])=[C:30]([O:36][CH3:37])[CH:29]=5)=[N:21]4)[CH2:16][CH2:15]3)=[O:13])[CH:11]=2)CC1.Br[CH2:40][C:41]1[C:46]([Cl:47])=[CH:45][CH:44]=[CH:43][C:42]=1[Cl:48].COC1C=C(C2C(C)(C)C(=O)N(C3CCN(S(C4C=C(OC)C=CC=4OC)(=O)=O)CC3)N=2)C=CC=1OC.[OH-].[Na+]. Product: [Cl:48][C:42]1[CH:43]=[CH:44][CH:45]=[C:46]([Cl:47])[C:41]=1[CH2:40][O:5][C:6]1[CH:7]=[CH:8][C:9]([CH3:38])=[C:10]([C:12]([N:14]2[CH2:19][CH2:18][CH:17]([N:20]3[C:24](=[O:25])[C:23]([CH3:26])([CH3:27])[C:22]([C:28]4[CH:33]=[CH:32][C:31]([O:34][CH3:35])=[C:30]([O:36][CH3:37])[CH:29]=4)=[N:21]3)[CH2:16][CH2:15]2)=[O:13])[CH:11]=1. The catalyst class is: 8. (3) Reactant: [C:1]([O:5][C:6]([N:8]1[CH2:13][CH2:12][CH:11]([NH:14][CH2:15][CH2:16][O:17][CH3:18])[CH2:10][CH2:9]1)=[O:7])([CH3:4])([CH3:3])[CH3:2].[F:19][C:20]([F:31])([F:30])[C:21](O[C:21](=[O:22])[C:20]([F:31])([F:30])[F:19])=[O:22]. Product: [C:1]([O:5][C:6]([N:8]1[CH2:9][CH2:10][CH:11]([N:14]([CH2:15][CH2:16][O:17][CH3:18])[C:21](=[O:22])[C:20]([F:31])([F:30])[F:19])[CH2:12][CH2:13]1)=[O:7])([CH3:4])([CH3:3])[CH3:2]. The catalyst class is: 347. (4) Reactant: Cl[C:2]1[CH:3]=[N:4][CH:5]=[CH:6][CH:7]=1.[NH2:8][C:9]1[CH:23]=[CH:22][C:12]([C:13]([C:15]2[CH:20]=[CH:19][CH:18]=[CH:17][C:16]=2[CH3:21])=[O:14])=[C:11]([Cl:24])[CH:10]=1.C(O[Na])(C)(C)C. Product: [Cl:24][C:11]1[CH:10]=[C:9]([NH:8][C:2]2[CH:3]=[N:4][CH:5]=[CH:6][CH:7]=2)[CH:23]=[CH:22][C:12]=1[C:13]([C:15]1[CH:20]=[CH:19][CH:18]=[CH:17][C:16]=1[CH3:21])=[O:14]. The catalyst class is: 11.